From a dataset of Full USPTO retrosynthesis dataset with 1.9M reactions from patents (1976-2016). Predict the reactants needed to synthesize the given product. (1) Given the product [Br:11][C:6]1[C:5]2[CH:9]=[CH:10][C:2]([F:1])=[CH:3][C:4]=2[S:8][CH:7]=1, predict the reactants needed to synthesize it. The reactants are: [F:1][C:2]1[CH:10]=[CH:9][C:5]2[CH:6]=[CH:7][S:8][C:4]=2[CH:3]=1.[Br:11]N1C(=O)CCC1=O. (2) Given the product [CH:36]12[N:41]([C:19]([O:21][C:30]([CH3:31])([CH3:45])[CH3:29])=[O:20])[CH:39]([CH2:40][CH2:35]1)[CH2:38][NH:43][CH2:37]2, predict the reactants needed to synthesize it. The reactants are: N1C2C(=CC=CC=2S(NC2C=CC([C:19]([OH:21])=[O:20])=CC=2)(=O)=O)C=CC=1.CCN=C=N[CH2:29][CH2:30][CH2:31]N(C)C.[CH:35]1[CH:36]=[CH:37][C:38]2[N:43](O)N=[N:41][C:39]=2[CH:40]=1.[CH3:45]CN(C(C)C)C(C)C. (3) Given the product [Cl:61][C:46]1[C:47]([NH:50][C@@H:51]2[C@@H:56]3[CH2:57][C@@H:53]([CH:54]=[CH:55]3)[C@@H:52]2[C:58]([NH2:60])=[O:59])=[C:48]2[N:49]=[C:23]([C:18]3[CH:19]=[CH:20][CH:21]=[C:24]([N:25]4[CH2:26][CH2:27][O:28][CH2:29][CH2:30]4)[CH:16]=3)[NH:42][C:43]2=[N:44][CH:45]=1, predict the reactants needed to synthesize it. The reactants are: FC(F)(F)C(O)=O.ClC1C(N[C@@H]2[C@@H]3C[C@@H](C=C3)[C@@H]2C(N)=O)=C2N=[C:16]([C:18]3[CH:23]=C[C:21]([CH2:24][N:25]4[CH2:30][CH2:29][O:28][CH2:27][CH2:26]4)=[CH:20][CH:19]=3)NC2=NC=1.[NH2:42][C:43]1[C:48]([NH2:49])=[C:47]([NH:50][C@@H:51]2[C@@H:56]3[CH2:57][C@@H:53]([CH:54]=[CH:55]3)[C@@H:52]2[C:58]([NH2:60])=[O:59])[C:46]([Cl:61])=[CH:45][N:44]=1.